From a dataset of Full USPTO retrosynthesis dataset with 1.9M reactions from patents (1976-2016). Predict the reactants needed to synthesize the given product. (1) Given the product [CH3:1][C:2]1([CH3:23])[O:6][N:5]=[C:4]([C:7]2[CH2:8][N:9](/[N:14]=[CH:15]/[C:16]3[CH:17]=[N:18][CH:19]=[C:20]([F:22])[CH:21]=3)[C:10](=[O:13])[N:11]([CH2:27][C:28]#[N:29])[N:12]=2)[CH2:3]1, predict the reactants needed to synthesize it. The reactants are: [CH3:1][C:2]1([CH3:23])[O:6][N:5]=[C:4]([C:7]2[CH2:8][N:9](/[N:14]=[CH:15]/[C:16]3[CH:17]=[N:18][CH:19]=[C:20]([F:22])[CH:21]=3)[C:10](=[O:13])[NH:11][N:12]=2)[CH2:3]1.[H-].[Na+].Br[CH2:27][C:28]#[N:29]. (2) Given the product [C:25]([NH:1][C:2]1[N:7]=[C:6]([C:8]([NH:10][CH:11]([C:13]2[CH:18]=[CH:17][CH:16]=[C:15]([O:19][CH2:20][C:21]([F:24])([F:22])[F:23])[CH:14]=2)[CH3:12])=[O:9])[CH:5]=[CH:4][N:3]=1)(=[O:27])[CH3:26], predict the reactants needed to synthesize it. The reactants are: [NH2:1][C:2]1[N:7]=[C:6]([C:8]([NH:10][CH:11]([C:13]2[CH:18]=[CH:17][CH:16]=[C:15]([O:19][CH2:20][C:21]([F:24])([F:23])[F:22])[CH:14]=2)[CH3:12])=[O:9])[CH:5]=[CH:4][N:3]=1.[C:25](Cl)(=[O:27])[CH3:26]. (3) Given the product [Cl:1][C:2]1[CH:3]=[CH:4][C:5]([S:8]([C:11]2[C:12]([CH3:18])=[C:13]([CH:16]=[O:17])[S:14][CH:15]=2)(=[O:10])=[O:9])=[CH:6][CH:7]=1, predict the reactants needed to synthesize it. The reactants are: [Cl:1][C:2]1[CH:7]=[CH:6][C:5]([S:8]([C:11]2[C:12]([CH3:18])=[C:13]([CH2:16][OH:17])[S:14][CH:15]=2)(=[O:10])=[O:9])=[CH:4][CH:3]=1.C[N+]1([O-])CCOCC1. (4) Given the product [Cl:1][C:2]1[CH:7]=[CH:6][CH:5]=[C:4]([Cl:8])[C:3]=1[CH:9]([O:12][C:13]1[CH:14]=[CH:15][C:16]([NH2:19])=[CH:17][CH:18]=1)[CH2:10][CH3:11], predict the reactants needed to synthesize it. The reactants are: [Cl:1][C:2]1[CH:7]=[CH:6][CH:5]=[C:4]([Cl:8])[C:3]=1[CH:9]([O:12][C:13]1[CH:18]=[CH:17][C:16]([N+:19]([O-])=O)=[CH:15][CH:14]=1)[CH2:10][CH3:11]. (5) Given the product [F:1][C:2]1[CH:7]=[C:6]([N+:8]([O-:10])=[O:9])[CH:5]=[CH:4][C:3]=1[N:11]1[CH2:15][CH:14]2[CH2:16][C:17](=[O:19])[CH2:18][CH:13]2[CH2:12]1, predict the reactants needed to synthesize it. The reactants are: [F:1][C:2]1[CH:7]=[C:6]([N+:8]([O-:10])=[O:9])[CH:5]=[CH:4][C:3]=1[N:11]1[CH2:15][CH:14]2[CH2:16][CH:17]([OH:19])[CH2:18][CH:13]2[CH2:12]1.C(N(CC)CC)C. (6) Given the product [CH2:1]([NH:4][C:5]1[N:6]=[CH:7][N:8]=[C:9]([C:23]2[CH:24]=[CH:25][C:20]([C:19]([NH:18][CH2:17][C:16]3[CH:36]=[CH:37][CH:38]=[C:14]([O:13][CH3:12])[CH:15]=3)=[O:35])=[CH:21][CH:22]=2)[CH:10]=1)[CH:2]=[CH2:3], predict the reactants needed to synthesize it. The reactants are: [CH2:1]([NH:4][C:5]1[CH:10]=[C:9](Cl)[N:8]=[CH:7][N:6]=1)[CH:2]=[CH2:3].[CH3:12][O:13][C:14]1[CH:15]=[C:16]([CH:36]=[CH:37][CH:38]=1)[CH2:17][NH:18][C:19](=[O:35])[C:20]1[CH:25]=[CH:24][C:23](B2OC(C)(C)C(C)(C)O2)=[CH:22][CH:21]=1.C(=O)([O-])[O-].[Na+].[Na+].COCCOC. (7) Given the product [O:10]1[C:14]2[CH:15]=[CH:16][C:17]([C:19]3[NH:1][C:2]4[N:6]([N:5]=[C:4]([CH3:7])[C:3]=4[C:8]#[N:9])[C:21](=[O:22])[CH:20]=3)=[CH:18][C:13]=2[O:12][CH2:11]1, predict the reactants needed to synthesize it. The reactants are: [NH2:1][C:2]1[NH:6][N:5]=[C:4]([CH3:7])[C:3]=1[C:8]#[N:9].[O:10]1[C:14]2[CH:15]=[CH:16][C:17]([C:19](=O)[CH2:20][C:21](OCC)=[O:22])=[CH:18][C:13]=2[O:12][CH2:11]1. (8) The reactants are: [C:1]([NH:4][C:5]1[S:6][C:7]([C:11]2[S:15][C:14]([S:16](Cl)(=[O:18])=[O:17])=[CH:13][CH:12]=2)=[C:8]([CH3:10])[N:9]=1)(=[O:3])[CH3:2].[CH3:20][NH:21][CH3:22].CCN(C(C)C)C(C)C. Given the product [CH3:20][N:21]([CH3:22])[S:16]([C:14]1[S:15][C:11]([C:7]2[S:6][C:5]([NH:4][C:1](=[O:3])[CH3:2])=[N:9][C:8]=2[CH3:10])=[CH:12][CH:13]=1)(=[O:18])=[O:17], predict the reactants needed to synthesize it. (9) Given the product [C:2]1([CH:1]([C:8]2[CH:13]=[CH:12][CH:11]=[CH:10][CH:9]=2)[C@@H:14]([OH:15])[CH2:16][CH:17]=[CH2:18])[CH:7]=[CH:6][CH:5]=[CH:4][CH:3]=1, predict the reactants needed to synthesize it. The reactants are: [CH:1]([C@@H:14]1[CH2:16][O:15]1)([C:8]1[CH:13]=[CH:12][CH:11]=[CH:10][CH:9]=1)[C:2]1[CH:7]=[CH:6][CH:5]=[CH:4][CH:3]=1.[CH:17]([Mg]Br)=[CH2:18]. (10) Given the product [N:25]1[CH:30]=[CH:29][C:28](/[CH:31]=[C:9](\[C:17]2[CH:18]=[C:19]([CH:20]=[CH:21][CH:22]=2)[C:23]#[N:24])/[O:10][CH:11]2[CH2:16][CH2:15][CH2:14][CH2:13][O:12]2)=[CH:27][CH:26]=1, predict the reactants needed to synthesize it. The reactants are: [H-].[Na+].COP([CH:9]([C:17]1[CH:22]=[CH:21][CH:20]=[C:19]([C:23]#[N:24])[CH:18]=1)[O:10][CH:11]1[CH2:16][CH2:15][CH2:14][CH2:13][O:12]1)(=O)OC.[N:25]1[CH:30]=[CH:29][C:28]([CH:31]=O)=[CH:27][CH:26]=1.O.